From a dataset of Catalyst prediction with 721,799 reactions and 888 catalyst types from USPTO. Predict which catalyst facilitates the given reaction. (1) Product: [Br:28][CH2:29]/[CH:30]=[CH:31]/[C:32]([NH:20][C:17]1[CH:18]=[C:19]2[C:14](=[CH:15][C:16]=1[O:21][CH2:22][C:23]1([CH3:27])[CH2:26][O:25][CH2:24]1)[N:13]=[CH:12][N:11]=[C:10]2[NH:9][C:4]1[CH:5]=[CH:6][C:7]([F:8])=[C:2]([Cl:1])[CH:3]=1)=[O:33]. The catalyst class is: 7. Reactant: [Cl:1][C:2]1[CH:3]=[C:4]([NH:9][C:10]2[C:19]3[C:14](=[CH:15][C:16]([O:21][CH2:22][C:23]4([CH3:27])[CH2:26][O:25][CH2:24]4)=[C:17]([NH2:20])[CH:18]=3)[N:13]=[CH:12][N:11]=2)[CH:5]=[CH:6][C:7]=1[F:8].[Br:28][CH2:29]/[CH:30]=[CH:31]/[C:32](Cl)=[O:33].O. (2) Reactant: Cl.[NH2:2][C:3]1[CH:8]=[CH:7][C:6]([OH:9])=[CH:5][C:4]=1[Cl:10].[N+]([C:14]1[CH:19]=CC=C[CH:15]=1)([O-])=O.B(O)(O)O.S(=O)(=O)(O)O. Product: [Cl:10][C:4]1[CH:5]=[C:6]([OH:9])[CH:7]=[C:8]2[C:3]=1[N:2]=[CH:19][CH:14]=[CH:15]2. The catalyst class is: 610. (3) Reactant: Cl[C:2]1[CH:7]=[C:6]([O:8][C:9]2[C:10]([CH3:18])=[N:11][C:12]([N+:15]([O-:17])=[O:16])=[CH:13][CH:14]=2)[CH:5]=[CH:4][N:3]=1.[CH3:19][N:20]([CH3:24])[C:21]([NH2:23])=[O:22].CC1(C)C2C(=C(P(C3C=CC=CC=3)C3C=CC=CC=3)C=CC=2)OC2C(P(C3C=CC=CC=3)C3C=CC=CC=3)=CC=CC1=2.C([O-])([O-])=O.[Cs+].[Cs+]. Product: [CH3:19][N:20]([CH3:24])[C:21]([NH:23][C:2]1[CH:7]=[C:6]([O:8][C:9]2[C:10]([CH3:18])=[N:11][C:12]([N+:15]([O-:17])=[O:16])=[CH:13][CH:14]=2)[CH:5]=[CH:4][N:3]=1)=[O:22]. The catalyst class is: 62. (4) Reactant: [CH:1](=O)[C:2]1[CH:7]=[CH:6][CH:5]=[CH:4][CH:3]=1.[C:9](#[N:13])[CH2:10][C:11]#[N:12].C1(N)C(N)=CC=CC=1.N1CCCC1C(O)=O. Product: [CH2:1]([CH:10]([C:9]#[N:13])[C:11]#[N:12])[C:2]1[CH:7]=[CH:6][CH:5]=[CH:4][CH:3]=1. The catalyst class is: 8. (5) The catalyst class is: 50. Reactant: [NH2:1][C:2]1[C:3]2[C:10]([C:11]#[N:12])=[C:9](Br)[N:8]([C@@H:14]3[O:22][C@H:21]([CH2:23][O:24][C:25](=[O:32])[C:26]4[CH:31]=[CH:30][CH:29]=[CH:28][CH:27]=4)[C@@H:20]([CH3:33])[C@H:15]3[O:16][C:17](=[O:19])[CH3:18])[C:4]=2[N:5]=[CH:6][N:7]=1.C([O-])=O.[NH4+]. Product: [NH2:1][C:2]1[C:3]2[C:10]([C:11]#[N:12])=[CH:9][N:8]([C@@H:14]3[O:22][C@H:21]([CH2:23][O:24][C:25](=[O:32])[C:26]4[CH:27]=[CH:28][CH:29]=[CH:30][CH:31]=4)[C@@H:20]([CH3:33])[C@H:15]3[O:16][C:17](=[O:19])[CH3:18])[C:4]=2[N:5]=[CH:6][N:7]=1. (6) Reactant: [CH3:1][C:2]1([CH3:14])[C:6]([CH3:8])([CH3:7])[O:5][B:4]([C:9]2[CH:10]=[N:11][NH:12][CH:13]=2)[O:3]1.[CH3:15][C:16]1([CH3:30])[CH2:21][CH:20](OS(C)(=O)=O)[CH2:19][CH2:18][CH:17]1[C:27]([O-:29])=[O:28].[C:31](=O)([O-])[O-].[Cs+].[Cs+].CN(C=O)C. Product: [CH3:15][C:16]1([CH3:30])[CH2:21][CH:20]([N:12]2[CH:13]=[C:9]([B:4]3[O:5][C:6]([CH3:7])([CH3:8])[C:2]([CH3:14])([CH3:1])[O:3]3)[CH:10]=[N:11]2)[CH2:19][CH2:18][CH:17]1[C:27]([O:29][CH3:31])=[O:28]. The catalyst class is: 27.